The task is: Predict the product of the given reaction.. This data is from Forward reaction prediction with 1.9M reactions from USPTO patents (1976-2016). (1) Given the reactants [Cl:1][C:2]1[CH:3]=[C:4]2[C:9](=[CH:10][C:11]=1[C:12]([N:14]1[CH2:18][CH2:17][CH2:16][CH2:15]1)=[O:13])[N:8]=[CH:7][N:6]=[C:5]2[NH:19][CH:20]([C:26]1[N:30](C(OC(C)(C)C)=O)[C:29]2[CH:38]=[CH:39][C:40]([Cl:42])=[CH:41][C:28]=2[N:27]=1)[CH2:21][CH2:22][C:23](O)=[O:24].[S:43]1[CH:47]=[CH:46][N:45]=[C:44]1[N:48]1[CH2:53][CH2:52][NH:51][CH2:50][CH2:49]1.CN(C(ON1N=NC2C=CC=CC1=2)=[N+](C)C)C.[B-](F)(F)(F)F.FC(F)(F)C(O)=O, predict the reaction product. The product is: [Cl:1][C:2]1[CH:3]=[C:4]2[C:9](=[CH:10][C:11]=1[C:12]([N:14]1[CH2:15][CH2:16][CH2:17][CH2:18]1)=[O:13])[N:8]=[CH:7][N:6]=[C:5]2[NH:19][CH:20]([C:26]1[NH:30][C:29]2[CH:38]=[CH:39][C:40]([Cl:42])=[CH:41][C:28]=2[N:27]=1)[CH2:21][CH2:22][C:23]([N:51]1[CH2:52][CH2:53][N:48]([C:44]2[S:43][CH:47]=[CH:46][N:45]=2)[CH2:49][CH2:50]1)=[O:24]. (2) The product is: [CH2:1]([N:8]1[CH2:7][CH2:6][N:5]([C:11]([O:13][C:14]([CH3:17])([CH3:16])[CH3:15])=[O:12])[CH2:10][CH2:9]1)[C:2]#[CH:3]. Given the reactants [CH2:1](Br)[C:2]#[CH:3].[N:5]1([C:11]([O:13][C:14]([CH3:17])([CH3:16])[CH3:15])=[O:12])[CH2:10][CH2:9][NH:8][CH2:7][CH2:6]1.C(N(C(C)C)CC)(C)C, predict the reaction product. (3) Given the reactants [CH2:1]1[CH2:11][C:9](=O)[C:8]2[C:3](=[CH:4][CH:5]=[CH:6][CH:7]=2)[CH2:2]1.Cl.[OH:13][NH2:14].N1C=CC=CC=1, predict the reaction product. The product is: [C:9]1(=[N:14][OH:13])[C:8]2[C:3](=[CH:4][CH:5]=[CH:6][CH:7]=2)[CH2:2][CH2:1][CH2:11]1. (4) Given the reactants [Br:1][C:2]1[CH:7]=[CH:6][C:5]([NH:8][C:9](=[NH:16])[CH2:10][C:11]([O:13][CH2:14][CH3:15])=[O:12])=[C:4]([F:17])[CH:3]=1.Br[C:19]1[CH2:24][CH2:23][CH2:22][C:21](=[O:25])[C:20]=1O, predict the reaction product. The product is: [Br:1][C:2]1[CH:7]=[CH:6][C:5]([NH:8][C:9]2[NH:16][C:20]3[C:21](=[O:25])[CH2:22][CH2:23][CH2:24][C:19]=3[C:10]=2[C:11]([O:13][CH2:14][CH3:15])=[O:12])=[C:4]([F:17])[CH:3]=1. (5) Given the reactants C(OC(=O)[NH:7][CH2:8][CH2:9][CH2:10][N:11]([CH2:16][C:17]1[CH:22]=[CH:21][CH:20]=[C:19]([C:23]2[CH:28]=[CH:27][N:26]=[C:25](Cl)[N:24]=2)[CH:18]=1)[S:12]([CH3:15])(=[O:14])=[O:13])(C)(C)C.[NH2:31][CH2:32][CH2:33][C:34]1[CH:39]=[CH:38][C:37]([OH:40])=[C:36]([N+:41]([O-:43])=[O:42])[CH:35]=1, predict the reaction product. The product is: [NH2:7][CH2:8][CH2:9][CH2:10][N:11]([CH2:16][C:17]1[CH:22]=[CH:21][CH:20]=[C:19]([C:23]2[CH:28]=[CH:27][N:26]=[C:25]([NH:31][CH2:32][CH2:33][C:34]3[CH:39]=[CH:38][C:37]([OH:40])=[C:36]([N+:41]([O-:43])=[O:42])[CH:35]=3)[N:24]=2)[CH:18]=1)[S:12]([CH3:15])(=[O:13])=[O:14]. (6) Given the reactants C([O-])([O-])=O.[K+].[K+].Cl[CH2:8][O:9][CH3:10].[CH3:11][O:12][CH:13]([C:15]1[C:19]([C:20]([O:22][CH2:23][CH3:24])=[O:21])=[CH:18][NH:17][N:16]=1)[CH3:14].COCN1C=C(C([O-])=O)C=N1, predict the reaction product. The product is: [CH3:11][O:12][CH:13]([C:15]1[C:19]([C:20]([O:22][CH2:23][CH3:24])=[O:21])=[CH:18][N:17]([CH2:8][O:9][CH3:10])[N:16]=1)[CH3:14]. (7) The product is: [CH3:8][N:7]1[CH2:2][C:3]([C:27]2[CH:32]=[CH:31][N:30]=[CH:29][CH:28]=2)=[C:4]([C:9]2[CH:10]=[CH:11][C:12]([O:15][CH2:16][C:17]3[CH:26]=[CH:25][C:24]4[C:19](=[CH:20][CH:21]=[CH:22][CH:23]=4)[N:18]=3)=[CH:13][CH:14]=2)[C:5]1=[O:6]. Given the reactants O[CH2:2]/[C:3](/[C:27]1[CH:32]=[CH:31][N:30]=[CH:29][CH:28]=1)=[C:4](/[C:9]1[CH:14]=[CH:13][C:12]([O:15][CH2:16][C:17]2[CH:26]=[CH:25][C:24]3[C:19](=[CH:20][CH:21]=[CH:22][CH:23]=3)[N:18]=2)=[CH:11][CH:10]=1)\[C:5]([NH:7][CH3:8])=[O:6].CCOCC.P(Br)(Br)Br.C([O-])(O)=O.[Na+], predict the reaction product.